From a dataset of Reaction yield outcomes from USPTO patents with 853,638 reactions. Predict the reaction yield, written as a fraction of the theoretical maximum amount of product (1.0 means a 100% yield; for example, 0.34 means a 34% yield). (1) The reactants are O=[C:2]([NH:12][NH:13][C:14](=[O:19])[C:15]([F:18])([F:17])[F:16])[CH2:3][NH:4][C:5](=[O:11])[O:6][C:7]([CH3:10])([CH3:9])[CH3:8].CCN(C(C)C)C(C)C.C1(P(C2C=CC=CC=2)C2C=CC=CC=2)C=CC=CC=1.ClC(Cl)(Cl)C(Cl)(Cl)Cl.C1C2C(C3ON=C(N)N=3)CN(C2)C1. The catalyst is C(#N)C. The product is [F:18][C:15]([F:16])([F:17])[C:14]1[O:19][C:2]([CH2:3][NH:4][C:5](=[O:11])[O:6][C:7]([CH3:8])([CH3:9])[CH3:10])=[N:12][N:13]=1. The yield is 0.350. (2) The reactants are [Cl:1][C:2]1[CH:3]=[C:4]([C:9]2[N:13]([CH3:14])[N:12]=[C:11]([C:15](=O)[CH3:16])[C:10]=2[OH:18])[CH:5]=[CH:6][C:7]=1[Cl:8].[NH:19]([C:21]([NH:23][C:24]1[CH:32]=[CH:31][C:27]([C:28]([OH:30])=[O:29])=[CH:26][CH:25]=1)=[S:22])[NH2:20].CN(C)C=O. The catalyst is Cl.O. The product is [Cl:1][C:2]1[CH:3]=[C:4]([C:9]2[N:13]([CH3:14])[N:12]=[C:11]([C:15](=[N:20][NH:19][C:21]([NH:23][C:24]3[CH:32]=[CH:31][C:27]([C:28]([OH:30])=[O:29])=[CH:26][CH:25]=3)=[S:22])[CH3:16])[C:10]=2[OH:18])[CH:5]=[CH:6][C:7]=1[Cl:8]. The yield is 0.590.